Dataset: Catalyst prediction with 721,799 reactions and 888 catalyst types from USPTO. Task: Predict which catalyst facilitates the given reaction. (1) Reactant: [CH3:1][S:2][CH2:3][CH2:4][NH:5][C:6]([C:8]1[S:12][C:11]([C:13]2[CH:14]=[N:15][CH:16]=[CH:17][CH:18]=2)=[N:10][C:9]=1[C:19]([F:22])([F:21])[F:20])=[O:7].[H-].[Na+].[CH2:25](I)[CH3:26].O. Product: [CH2:25]([N:5]([CH2:4][CH2:3][S:2][CH3:1])[C:6]([C:8]1[S:12][C:11]([C:13]2[CH:14]=[N:15][CH:16]=[CH:17][CH:18]=2)=[N:10][C:9]=1[C:19]([F:20])([F:22])[F:21])=[O:7])[CH3:26]. The catalyst class is: 42. (2) Reactant: [C:1]([C:3]1[CH:17]=[CH:16][C:6]2[N:7]=[C:8]([NH:10][C:11]([NH:13][CH2:14][CH3:15])=[O:12])[S:9][C:5]=2[CH:4]=1)#[N:2].[H-].[Al+3].[Li+].[H-].[H-].[H-]. Product: [NH2:2][CH2:1][C:3]1[CH:17]=[CH:16][C:6]2[N:7]=[C:8]([NH:10][C:11]([NH:13][CH2:14][CH3:15])=[O:12])[S:9][C:5]=2[CH:4]=1. The catalyst class is: 57. (3) Reactant: Cl[C:2]1[CH:3]=[CH:4][C:5]([N+:9]([O-:11])=[O:10])=[C:6]([CH:8]=1)[NH2:7].[N:12]1([CH2:18][CH2:19][OH:20])[CH2:17][CH2:16][NH:15][CH2:14][CH2:13]1.C(=O)([O-])[O-].[K+].[K+].O. Product: [NH2:7][C:6]1[CH:8]=[C:2]([N:15]2[CH2:16][CH2:17][N:12]([CH2:18][CH2:19][OH:20])[CH2:13][CH2:14]2)[CH:3]=[CH:4][C:5]=1[N+:9]([O-:11])=[O:10]. The catalyst class is: 80. (4) Reactant: CC(C)(S([NH:6][C:7]1([CH3:21])[CH2:12][CH2:11][CH:10]([NH:13][C:14](=[O:20])[O:15][C:16]([CH3:19])([CH3:18])[CH3:17])[CH2:9][CH2:8]1)=O)C.[ClH:23]. Product: [ClH:23].[NH2:6][C:7]1([CH3:21])[CH2:12][CH2:11][CH:10]([NH:13][C:14](=[O:20])[O:15][C:16]([CH3:18])([CH3:17])[CH3:19])[CH2:9][CH2:8]1. The catalyst class is: 71. (5) Reactant: [C:1]1([S:7](Cl)(=[O:9])=[O:8])[CH:6]=[CH:5][CH:4]=[CH:3][CH:2]=1.[F:11][C:12]1[CH:17]=[C:16]([F:18])[CH:15]=[CH:14][C:13]=1[CH2:19][CH2:20][N:21]1[CH2:26][CH2:25][NH:24][CH2:23][CH2:22]1.C(=O)([O-])[O-].[K+].[K+]. Product: [F:11][C:12]1[CH:17]=[C:16]([F:18])[CH:15]=[CH:14][C:13]=1[CH2:19][CH2:20][N:21]1[CH2:22][CH2:23][N:24]([S:7]([C:1]2[CH:6]=[CH:5][CH:4]=[CH:3][CH:2]=2)(=[O:9])=[O:8])[CH2:25][CH2:26]1. The catalyst class is: 23. (6) Product: [C:8](=[O:21])([O:17][CH2:18][CH:19]=[CH2:20])[O:9][CH2:10][CH2:11][CH2:12][CH2:13][CH2:14][CH2:15][SH:1]. The catalyst class is: 27. Reactant: [SH2:1].[Na].O1CCCC1.[C:8](=[O:21])([O:17][CH2:18][CH:19]=[CH2:20])[O:9][CH2:10][CH2:11][CH2:12][CH2:13][CH2:14][CH2:15]Br. (7) Reactant: Cl[C:2]1[N:3]=[C:4]([NH:18][CH3:19])[C:5]2[N:6]=[C:7]([NH:14][CH2:15][CH2:16][CH3:17])[N:8]=[C:9]([NH:12][CH3:13])[C:10]=2[N:11]=1.[OH:20][CH2:21][CH2:22][NH:23][CH2:24][CH2:25][OH:26]. Product: [CH3:19][NH:18][C:4]1[C:5]2[N:6]=[C:7]([NH:14][CH2:15][CH2:16][CH3:17])[N:8]=[C:9]([NH:12][CH3:13])[C:10]=2[N:11]=[C:2]([N:23]([CH2:24][CH2:25][OH:26])[CH2:22][CH2:21][OH:20])[N:3]=1. The catalyst class is: 51. (8) Reactant: [Br:1][C:2]1[N:7]=[C:6]([CH2:8][N:9]2C(=O)C3C(=CC=CC=3)C2=O)[CH:5]=[CH:4][CH:3]=1.O.NN. Product: [Br:1][C:2]1[N:7]=[C:6]([CH2:8][NH2:9])[CH:5]=[CH:4][CH:3]=1. The catalyst class is: 8. (9) Reactant: Cl[C:2]1[N:7]=[C:6]([NH:8][CH2:9][C:10]#[CH:11])[N:5]=[C:4]([N:12]([CH3:15])[O:13][CH3:14])[N:3]=1.Cl.[CH2:17]([O:19][C:20](=[O:24])[CH2:21][CH2:22][NH2:23])[CH3:18].C(N(CC)C(C)C)(C)C.C([O-])(O)=O.[Na+]. Product: [CH2:17]([O:19][C:20](=[O:24])[CH2:21][CH2:22][NH:23][C:2]1[N:3]=[C:4]([N:12]([O:13][CH3:14])[CH3:15])[N:5]=[C:6]([NH:8][CH2:9][C:10]#[CH:11])[N:7]=1)[CH3:18]. The catalyst class is: 12. (10) Reactant: [CH3:1][P:2](=[O:7])([O:5][CH3:6])[O:3][CH3:4].[Li]CCCC.CON(C)[C:16](=[O:28])[CH2:17][C:18]1[CH:23]=[CH:22][CH:21]=[C:20]([C:24]([F:27])([F:26])[F:25])[CH:19]=1.CC(O)=O. Product: [CH3:4][O:3][P:2]([CH2:1][C:16](=[O:28])[CH2:17][C:18]1[CH:23]=[CH:22][CH:21]=[C:20]([C:24]([F:26])([F:25])[F:27])[CH:19]=1)(=[O:7])[O:5][CH3:6]. The catalyst class is: 93.